From a dataset of CYP2C19 inhibition data for predicting drug metabolism from PubChem BioAssay. Regression/Classification. Given a drug SMILES string, predict its absorption, distribution, metabolism, or excretion properties. Task type varies by dataset: regression for continuous measurements (e.g., permeability, clearance, half-life) or binary classification for categorical outcomes (e.g., BBB penetration, CYP inhibition). Dataset: cyp2c19_veith. (1) The drug is N#Cc1cccc(NC(=O)N2CCCC3(CCN(C(=O)c4cc(C(F)(F)F)cc(C(F)(F)F)c4)CC3)C2)c1. The result is 0 (non-inhibitor). (2) The compound is Cc1[nH]c2ccccc2c1/C=C/c1cc[n+](C)cc1.[I-]. The result is 0 (non-inhibitor). (3) The drug is Cc1ccc(-c2ccc(=O)n(CC(=O)NCCN(C)C)n2)cc1. The result is 0 (non-inhibitor). (4) The molecule is Cc1noc(C)c1-c1cncnc1N(C)Cc1ccco1. The result is 1 (inhibitor). (5) The drug is COc1ccccc1/C=C/C(=O)c1c2c(c(C)[nH]c1=O)CCCC2. The result is 1 (inhibitor). (6) The molecule is COCCn1c(=O)c(-c2cccs2)nc2cnc(OCc3ccccc3)nc21. The result is 0 (non-inhibitor).